From a dataset of Forward reaction prediction with 1.9M reactions from USPTO patents (1976-2016). Predict the product of the given reaction. (1) The product is: [CH2:19]([O:21][C:22]1[CH:23]=[C:24]([CH2:33][C:34]([NH:17][C@H:4]([C:37]2[CH:42]=[CH:41][CH:40]=[CH:39][C:38]=2[N:11]2[CH2:12][CH2:13][CH2:14][CH2:15][CH2:16]2)[CH2:3][CH:2]([CH3:18])[CH3:1])=[O:36])[CH:25]=[CH:26][C:27]=1[C:28]([NH:17][C@H:4]([C:5]1[CH:10]=[CH:9][CH:8]=[CH:7][C:6]=1[N:11]1[CH2:16][CH2:15][CH2:14][CH2:13][CH2:12]1)[CH2:3][CH:2]([CH3:18])[CH3:1])=[O:30])[CH3:20]. Given the reactants [CH3:1][CH:2]([CH3:18])[CH2:3][C@H:4]([NH2:17])[C:5]1[CH:10]=[CH:9][CH:8]=[CH:7][C:6]=1[N:11]1[CH2:16][CH2:15][CH2:14][CH2:13][CH2:12]1.[CH2:19]([O:21][C:22]1[CH:23]=[C:24]([CH2:33][C:34]([OH:36])=O)[CH:25]=[CH:26][C:27]=1[C:28]([O:30]CC)=O)[CH3:20].[C:37]1(B(O)O)[CH:42]=[CH:41][CH:40]=[CH:39][CH:38]=1, predict the reaction product. (2) The product is: [Cl:41][C:42]1[CH:43]=[C:44]([NH:48][C:16]([C:13]2[CH:12]=[CH:11][C:10]3[CH:9]=[C:8]4[C:2](=[O:1])[NH:3][CH2:4][CH2:5][CH2:6][N:7]4[C:15]=3[CH:14]=2)=[O:18])[CH:45]=[CH:46][CH:47]=1. Given the reactants [O:1]=[C:2]1[C:8]2=[CH:9][C:10]3[CH:11]=[CH:12][C:13]([C:16]([OH:18])=O)=[CH:14][C:15]=3[N:7]2[CH2:6][CH2:5][CH2:4][NH:3]1.F[B-](F)(F)F.N1(OC(=[N+](C)C)N(C)C)C2C=CC=CC=2N=N1.[Cl:41][C:42]1[CH:43]=[C:44]([NH2:48])[CH:45]=[CH:46][CH:47]=1.C(N(CC)CC)C, predict the reaction product. (3) Given the reactants [CH3:1][C:2]1[C:6]2[CH:7]=[CH:8][C:9]([C:11]([O:13]C)=[O:12])=[CH:10][C:5]=2[O:4][N:3]=1.[OH-].[Na+], predict the reaction product. The product is: [CH3:1][C:2]1[C:6]2[CH:7]=[CH:8][C:9]([C:11]([OH:13])=[O:12])=[CH:10][C:5]=2[O:4][N:3]=1. (4) Given the reactants [N+:1]([C:4]1[CH:5]=[C:6]([C@H:10]2[C@@H:14]([C:15]([O:17][CH3:18])=[O:16])[CH2:13][CH2:12][NH:11]2)[CH:7]=[CH:8][CH:9]=1)([O-:3])=[O:2].C(N(CC)CC)C.[C:26](O[C:26]([O:28][C:29]([CH3:32])([CH3:31])[CH3:30])=[O:27])([O:28][C:29]([CH3:32])([CH3:31])[CH3:30])=[O:27], predict the reaction product. The product is: [N+:1]([C:4]1[CH:5]=[C:6]([C@H:10]2[C@@H:14]([C:15]([O:17][CH3:18])=[O:16])[CH2:13][CH2:12][N:11]2[C:26]([O:28][C:29]([CH3:32])([CH3:31])[CH3:30])=[O:27])[CH:7]=[CH:8][CH:9]=1)([O-:3])=[O:2]. (5) Given the reactants [C:1]([O:9][CH2:10][C@@H:11]1[CH2:15][C@H:14]([OH:16])[CH:13]([O:17][CH3:18])[O:12]1)(=[O:8])[C:2]1[CH:7]=[CH:6][CH:5]=[CH:4][CH:3]=1.N1C=CC=CC=1.[F:25][C:26]([F:39])([F:38])[S:27](O[S:27]([C:26]([F:39])([F:38])[F:25])(=[O:29])=[O:28])(=[O:29])=[O:28], predict the reaction product. The product is: [C:1]([O:9][CH2:10][C@@H:11]1[CH2:15][C@H:14]([O:16][S:27]([C:26]([F:39])([F:38])[F:25])(=[O:29])=[O:28])[CH:13]([O:17][CH3:18])[O:12]1)(=[O:8])[C:2]1[CH:3]=[CH:4][CH:5]=[CH:6][CH:7]=1. (6) Given the reactants C([N:4]1[C:12]2[C:7](=[CH:8][C:9]([Br:16])=[CH:10][C:11]=2[N+:13]([O-:15])=[O:14])[CH2:6][CH2:5]1)(=O)C.Cl.C(=O)([O-])[O-].[Na+].[Na+], predict the reaction product. The product is: [Br:16][C:9]1[CH:8]=[C:7]2[C:12](=[C:11]([N+:13]([O-:15])=[O:14])[CH:10]=1)[NH:4][CH2:5][CH2:6]2.